Dataset: Full USPTO retrosynthesis dataset with 1.9M reactions from patents (1976-2016). Task: Predict the reactants needed to synthesize the given product. (1) Given the product [NH2:23][C:24]1[C:29]2[C:30]([C:33]3[CH:34]=[C:35]([NH:39][C:40](=[O:51])[C:41]4[CH:46]=[CH:45][CH:44]=[CH:43][CH:42]=4)[CH:36]=[CH:37][CH:38]=3)=[CH:31][S:32][C:28]=2[C:27]([C:52]2[CH:53]=[N:54][CH:55]=[CH:56][CH:57]=2)=[CH:26][N:25]=1, predict the reactants needed to synthesize it. The reactants are: C(Cl)(=O)C1C=CC=CC=1.FC(F)(F)C1C=C(C=CC=1)C(Cl)=O.[NH2:23][C:24]1[C:29]2[C:30]([C:33]3[CH:34]=[C:35]([NH:39][C:40](=[O:51])[C:41]4[CH:46]=[CH:45][CH:44]=[C:43](C(F)(F)F)[CH:42]=4)[CH:36]=[CH:37][CH:38]=3)=[CH:31][S:32][C:28]=2[C:27]([C:52]2[CH:53]=[N:54][CH:55]=[CH:56][CH:57]=2)=[CH:26][N:25]=1. (2) The reactants are: [C:1]([O:5][C:6](=[O:21])[NH:7][C@H:8]1[CH2:12][CH2:11][N:10]([C:13]2[CH:18]=[CH:17][C:16]([OH:19])=[CH:15][CH:14]=2)[C:9]1=[O:20])([CH3:4])([CH3:3])[CH3:2].[F:22][C:23]1[CH:24]=[C:25]([CH:28]=[CH:29][C:30]=1[F:31])[CH2:26]Br.C(=O)([O-])[O-].[K+].[K+]. Given the product [C:1]([O:5][C:6](=[O:21])[NH:7][C@H:8]1[CH2:12][CH2:11][N:10]([C:13]2[CH:14]=[CH:15][C:16]([O:19][CH2:26][C:25]3[CH:28]=[CH:29][C:30]([F:31])=[C:23]([F:22])[CH:24]=3)=[CH:17][CH:18]=2)[C:9]1=[O:20])([CH3:4])([CH3:2])[CH3:3], predict the reactants needed to synthesize it. (3) The reactants are: [CH2:1]([O:8][C:9]1[CH:14]=[CH:13][C:12]([CH2:15][CH2:16][C:17]2[CH:22]=[CH:21][N:20]=[C:19]3[N:23]([CH2:38][C:39](O)=[O:40])[N:24]=[C:25]([O:26][C@@H:27]4[O:35][C@H:34]([CH2:36][OH:37])[C@@H:32]([OH:33])[C@H:30]([OH:31])[C@H:28]4[OH:29])[C:18]=23)=[CH:11][CH:10]=1)[C:2]1[CH:7]=[CH:6][CH:5]=[CH:4][CH:3]=1.Cl.[CH3:43][NH:44][CH3:45].ON1C2C=CC=CC=2N=N1.Cl.C(N=C=NCCCN(C)C)C. Given the product [CH2:1]([O:8][C:9]1[CH:10]=[CH:11][C:12]([CH2:15][CH2:16][C:17]2[CH:22]=[CH:21][N:20]=[C:19]3[N:23]([CH2:38][C:39](=[O:40])[N:44]([CH3:45])[CH3:43])[N:24]=[C:25]([O:26][C@@H:27]4[O:35][C@H:34]([CH2:36][OH:37])[C@@H:32]([OH:33])[C@H:30]([OH:31])[C@H:28]4[OH:29])[C:18]=23)=[CH:13][CH:14]=1)[C:2]1[CH:7]=[CH:6][CH:5]=[CH:4][CH:3]=1, predict the reactants needed to synthesize it.